From a dataset of Reaction yield outcomes from USPTO patents with 853,638 reactions. Predict the reaction yield, written as a fraction of the theoretical maximum amount of product (1.0 means a 100% yield; for example, 0.34 means a 34% yield). (1) The reactants are OC(C(F)(F)F)=O.C([O:15][C:16]([C@:18]1([CH2:58][F:59])[CH2:23][CH2:22][C:21]([C:24]2[C:25]([CH3:57])([CH3:56])[C@H:26]3[C@:39]([CH3:42])([CH2:40][CH:41]=2)[C@@H:38]2[C@:29]([CH3:55])([C@@:30]4([CH3:54])[C@H:35]([CH2:36][CH2:37]2)[C@H:34]2[C@H:43]([C:46]([CH3:48])=[CH2:47])[CH2:44][CH2:45][C@:33]2([NH:49][CH2:50][C:51]([OH:53])=[O:52])[CH2:32][CH2:31]4)[CH2:28][CH2:27]3)=[CH:20][CH2:19]1)=[O:17])C1C=CC=CC=1.[Li+].[OH-].C1COCC1.C(O)(C(F)(F)F)=O. The catalyst is CO. The product is [C:51]([CH2:50][NH:49][C@:33]12[CH2:45][CH2:44][C@@H:43]([C:46]([CH3:48])=[CH2:47])[C@@H:34]1[C@@H:35]1[C@@:30]([CH3:54])([CH2:31][CH2:32]2)[C@@:29]2([CH3:55])[C@@H:38]([C@:39]3([CH3:42])[C@@H:26]([CH2:27][CH2:28]2)[C:25]([CH3:57])([CH3:56])[C:24]([C:21]2[CH2:22][CH2:23][C@@:18]([CH2:58][F:59])([C:16]([OH:17])=[O:15])[CH2:19][CH:20]=2)=[CH:41][CH2:40]3)[CH2:37][CH2:36]1)([OH:53])=[O:52]. The yield is 0.710. (2) The reactants are [NH2:1][C:2]1[C:11]2[CH2:10][CH2:9][CH2:8][C:7]3[CH:12]=[C:13]([N:16]4[CH2:20][C@H:19]([CH2:21][NH:22][C:23](=[O:25])[CH3:24])[O:18][C:17]4=[O:26])[CH:14]=[CH:15][C:6]=3[C:5]=2[NH:4][N:3]=1.C(N(CC)CC)C.[O:34]1[CH:38]=[CH:37][C:36]([C:39](Cl)=[O:40])=[CH:35]1. The catalyst is ClCCl. The product is [NH2:1][C:2]1[N:3]([C:39]([C:36]2[CH:37]=[CH:38][O:34][CH:35]=2)=[O:40])[N:4]=[C:5]2[C:11]=1[CH2:10][CH2:9][CH2:8][C:7]1[CH:12]=[C:13]([N:16]3[CH2:20][C@H:19]([CH2:21][NH:22][C:23](=[O:25])[CH3:24])[O:18][C:17]3=[O:26])[CH:14]=[CH:15][C:6]2=1. The yield is 0.360. (3) The reactants are [C:1]([C:3]1[C:4]([CH3:14])=[N:5][S:6][C:7]=1[NH:8][C:9](=[O:13])[CH2:10][CH2:11][CH3:12])#[N:2].[OH:15]O. The catalyst is [NH4+].[OH-]. The product is [C:9]([NH:8][C:7]1[S:6][N:5]=[C:4]([CH3:14])[C:3]=1[C:1]([NH2:2])=[O:15])(=[O:13])[CH2:10][CH2:11][CH3:12]. The yield is 0.720. (4) The catalyst is CCO. The yield is 0.746. The reactants are [C:1](#[N:9])[CH2:2][CH2:3][CH2:4][CH2:5][CH2:6][CH2:7][CH3:8].[NH2:10][OH:11].O. The product is [OH:11][N:10]=[C:1]([NH2:9])[CH2:2][CH2:3][CH2:4][CH2:5][CH2:6][CH2:7][CH3:8].